Dataset: Catalyst prediction with 721,799 reactions and 888 catalyst types from USPTO. Task: Predict which catalyst facilitates the given reaction. (1) Reactant: [CH:1]1[C:10]2[C:5](=[CH:6][CH:7]=[CH:8][CH:9]=2)[CH:4]=[CH:3][C:2]=1[NH:11][S:12]([C:15]1[CH:16]=[C:17]([CH:21]=[CH:22][C:23]([OH:25])=O)[CH:18]=[CH:19][CH:20]=1)(=[O:14])=[O:13].[Cl:26]CCl. Product: [CH:1]1[C:10]2[C:5](=[CH:6][CH:7]=[CH:8][CH:9]=2)[CH:4]=[CH:3][C:2]=1[NH:11][S:12]([C:15]1[CH:16]=[C:17]([CH:21]=[CH:22][C:23]([Cl:26])=[O:25])[CH:18]=[CH:19][CH:20]=1)(=[O:14])=[O:13]. The catalyst class is: 9. (2) Reactant: [NH:1]1[CH:5]=[CH:4][CH:3]=[N:2]1.[H-].[Na+].Cl[C:9]1[CH:30]=[CH:29][C:12]([C:13]([NH:15][C:16]2[CH:21]=[CH:20][C:19]([Cl:22])=[C:18]([C:23]3[CH:28]=[CH:27][CH:26]=[CH:25][N:24]=3)[CH:17]=2)=[O:14])=[C:11]([CH3:31])[N:10]=1. Product: [Cl:22][C:19]1[CH:20]=[CH:21][C:16]([NH:15][C:13](=[O:14])[C:12]2[CH:29]=[CH:30][C:9]([N:1]3[CH:5]=[CH:4][CH:3]=[N:2]3)=[N:10][C:11]=2[CH3:31])=[CH:17][C:18]=1[C:23]1[CH:28]=[CH:27][CH:26]=[CH:25][N:24]=1. The catalyst class is: 3. (3) Reactant: [CH3:1][N:2]([CH3:6])[CH2:3][CH2:4][NH2:5].CCN(C(C)C)C(C)C.Cl[C:17]1[C:26]2[C:21](=[C:22]([NH:27][S:28]([C:31]3[CH:36]=[CH:35][CH:34]=[CH:33][CH:32]=3)(=[O:30])=[O:29])[CH:23]=[CH:24][CH:25]=2)[N:20]=[CH:19][CH:18]=1. Product: [CH3:1][N:2]([CH3:6])[CH2:3][CH2:4][NH:5][C:17]1[C:26]2[C:21](=[C:22]([NH:27][S:28]([C:31]3[CH:36]=[CH:35][CH:34]=[CH:33][CH:32]=3)(=[O:29])=[O:30])[CH:23]=[CH:24][CH:25]=2)[N:20]=[CH:19][CH:18]=1. The catalyst class is: 51. (4) Reactant: [CH2:1]([O:8][C:9](=[O:19])[C@H:10]([CH2:12][C:13]1[CH:18]=[CH:17][CH:16]=[CH:15][CH:14]=1)[NH2:11])[C:2]1[CH:7]=[CH:6][CH:5]=[CH:4][CH:3]=1.[CH2:20]1[CH2:26][S:23](=[O:25])(=[O:24])[O:22][CH2:21]1. Product: [CH2:12]([C@H:10]([NH:11][CH2:21][CH2:20][CH2:26][S:23]([OH:25])(=[O:24])=[O:22])[C:9]([O:8][CH2:1][C:2]1[CH:3]=[CH:4][CH:5]=[CH:6][CH:7]=1)=[O:19])[C:13]1[CH:18]=[CH:17][CH:16]=[CH:15][CH:14]=1. The catalyst class is: 12.